Dataset: Full USPTO retrosynthesis dataset with 1.9M reactions from patents (1976-2016). Task: Predict the reactants needed to synthesize the given product. (1) Given the product [Br:1][C:2]1[C:3]([N:23]2[CH2:27][CH2:26][C@H:25]([CH2:28][OH:29])[CH2:24]2)=[N:4][CH:5]=[C:6]([CH:21]=1)[C:7]([NH:9][C:10]1[CH:15]=[CH:14][C:13]([O:16][C:17]([Cl:20])([F:19])[F:18])=[CH:12][CH:11]=1)=[O:8], predict the reactants needed to synthesize it. The reactants are: [Br:1][C:2]1[C:3](Cl)=[N:4][CH:5]=[C:6]([CH:21]=1)[C:7]([NH:9][C:10]1[CH:15]=[CH:14][C:13]([O:16][C:17]([Cl:20])([F:19])[F:18])=[CH:12][CH:11]=1)=[O:8].[NH:23]1[CH2:27][CH2:26][C@H:25]([CH2:28][OH:29])[CH2:24]1. (2) Given the product [Cl:15][C:14]1[CH:7]=[C:8]([CH:11]=[C:12]([N+:16]([O-:18])=[O:17])[CH:13]=1)[C:9]#[N:10], predict the reactants needed to synthesize it. The reactants are: OS(O)(=O)=O.N[C:7]1[C:14]([Cl:15])=[CH:13][C:12]([N+:16]([O-:18])=[O:17])=[CH:11][C:8]=1[C:9]#[N:10].CC(O)C.N([O-])=O.[Na+]. (3) The reactants are: [C:1]([C:5]1[N:10]=[C:9]([N:11]2[CH2:16][CH2:15][N:14]([CH2:17][CH2:18][CH2:19][CH2:20][NH2:21])[CH2:13][CH2:12]2)[CH:8]=[C:7]([C:22]([F:25])([F:24])[F:23])[N:6]=1)([CH3:4])([CH3:3])[CH3:2].C1N=CN([C:31](N2C=NC=C2)=[O:32])C=1.[N:38]1[CH:43]=[CH:42][CH:41]=[CH:40][C:39]=1[N:44]1[CH2:49][CH2:48][NH:47][CH2:46][CH2:45]1. Given the product [C:1]([C:5]1[N:10]=[C:9]([N:11]2[CH2:16][CH2:15][N:14]([CH2:17][CH2:18][CH2:19][CH2:20][NH:21][C:31]([N:47]3[CH2:46][CH2:45][N:44]([C:39]4[CH:40]=[CH:41][CH:42]=[CH:43][N:38]=4)[CH2:49][CH2:48]3)=[O:32])[CH2:13][CH2:12]2)[CH:8]=[C:7]([C:22]([F:24])([F:25])[F:23])[N:6]=1)([CH3:4])([CH3:2])[CH3:3], predict the reactants needed to synthesize it. (4) Given the product [NH2:1][C:2]1[N:3]=[C:4]([C:17]2[CH:18]=[CH:19][C:14]([C:11]([CH3:13])([CH3:12])[C:9]#[N:10])=[CH:15][CH:16]=2)[CH:5]=[N:6][CH:7]=1, predict the reactants needed to synthesize it. The reactants are: [NH2:1][C:2]1[CH:7]=[N:6][CH:5]=[C:4](Cl)[N:3]=1.[C:9]([C:11]([C:14]1[CH:19]=[CH:18][C:17](B(O)O)=[CH:16][CH:15]=1)([CH3:13])[CH3:12])#[N:10].C(=O)([O-])[O-].[Cs+].[Cs+]. (5) Given the product [Cl:28][C:23]1[CH:24]=[CH:25][CH:26]=[CH:27][C:22]=1[O:21][CH:18]1[CH2:19][CH2:20][NH:15][CH2:16][CH2:17]1, predict the reactants needed to synthesize it. The reactants are: FC(F)(F)C(O)=O.C(OC([N:15]1[CH2:20][CH2:19][CH:18]([O:21][C:22]2[CH:27]=[CH:26][CH:25]=[CH:24][C:23]=2[Cl:28])[CH2:17][CH2:16]1)=O)(C)(C)C. (6) Given the product [I:23][C:13]1[C:12]([O:24][CH3:25])=[C:11]([C:9]([OH:10])=[O:8])[C:20]2[C:15]([C:14]=1[O:21][CH3:22])=[CH:16][CH:17]=[CH:18][CH:19]=2, predict the reactants needed to synthesize it. The reactants are: C([O:8][C:9]([C:11]1[C:20]2[C:15](=[CH:16][CH:17]=[CH:18][CH:19]=2)[C:14]([O:21][CH3:22])=[C:13]([I:23])[C:12]=1[O:24][CH3:25])=[O:10])C1C=CC=CC=1.C[Si](I)(C)C.C([O-])(O)=O.[Na+].[O-]S([O-])(=S)=O.[Na+].[Na+].Cl. (7) Given the product [CH2:27]([N:8]([C:7]1[C:2]([I:1])=[N:3][C:4]([C:9]([F:10])([F:11])[F:12])=[CH:5][CH:6]=1)[C:20](=[O:21])[C:22]([F:23])([F:24])[F:25])[CH:28]=[CH:29][CH3:30], predict the reactants needed to synthesize it. The reactants are: [I:1][C:2]1[C:7]([NH2:8])=[CH:6][CH:5]=[C:4]([C:9]([F:12])([F:11])[F:10])[N:3]=1.[C:20](O[C:20]([C:22]([F:25])([F:24])[F:23])=[O:21])([C:22]([F:25])([F:24])[F:23])=[O:21].N1C=[CH:30][CH:29]=[CH:28][CH:27]=1.C(Br)/C=C/C.C([O-])([O-])=O.[K+].[K+].